From a dataset of Full USPTO retrosynthesis dataset with 1.9M reactions from patents (1976-2016). Predict the reactants needed to synthesize the given product. Given the product [CH3:1][C:2]1[C:6]([CH2:7][C:8]([NH:23][C:24]2[CH:29]=[CH:28][C:27]([N:30]3[CH2:35][CH2:34][CH:33]([CH:36]([C:44]4[CH:45]=[CH:46][CH:47]=[CH:48][CH:49]=4)[C:37]([N:39]([CH2:40][CH3:41])[CH2:42][CH3:43])=[O:38])[CH2:32][CH2:31]3)=[C:26]([F:50])[CH:25]=2)=[O:10])=[C:5]([CH3:11])[O:4][N:3]=1, predict the reactants needed to synthesize it. The reactants are: [CH3:1][C:2]1[C:6]([CH2:7][C:8]([OH:10])=O)=[C:5]([CH3:11])[O:4][N:3]=1.CN(C=O)C.C(Cl)(C(Cl)=O)=O.[NH2:23][C:24]1[CH:29]=[CH:28][C:27]([N:30]2[CH2:35][CH2:34][CH:33]([CH:36]([C:44]3[CH:49]=[CH:48][CH:47]=[CH:46][CH:45]=3)[C:37]([N:39]([CH2:42][CH3:43])[CH2:40][CH3:41])=[O:38])[CH2:32][CH2:31]2)=[C:26]([F:50])[CH:25]=1.